Dataset: Cav3 T-type calcium channel HTS with 100,875 compounds. Task: Binary Classification. Given a drug SMILES string, predict its activity (active/inactive) in a high-throughput screening assay against a specified biological target. (1) The molecule is Clc1cc(c(NC(=O)CCCN2C(=O)CCC2=O)cc1)C. The result is 0 (inactive). (2) The compound is S1(=O)(=O)CC(N(Cc2ccc(N(C)C)cc2)C(=O)COc2ccc(F)cc2)CC1. The result is 0 (inactive). (3) The molecule is O(C(=O)N1CCN(CC1)Cc1nc(nc(n1)N)Nc1ccc(cc1)C)CC. The result is 0 (inactive). (4) The result is 0 (inactive). The compound is S1CCC(NC(=O)C(OCC)=O)C1=O. (5) The molecule is O1CCN(CC(O)CN2C(=O)C(NC2=O)(C)C)CC1. The result is 0 (inactive). (6) The result is 0 (inactive). The drug is s1c(COCC(O)CNC(C2C3CC(C2)CC3)C)ccc1.